This data is from NCI-60 drug combinations with 297,098 pairs across 59 cell lines. The task is: Regression. Given two drug SMILES strings and cell line genomic features, predict the synergy score measuring deviation from expected non-interaction effect. (1) Drug 1: CC1C(C(CC(O1)OC2CC(CC3=C2C(=C4C(=C3O)C(=O)C5=C(C4=O)C(=CC=C5)OC)O)(C(=O)C)O)N)O.Cl. Drug 2: CCCCCOC(=O)NC1=NC(=O)N(C=C1F)C2C(C(C(O2)C)O)O. Cell line: NCI-H226. Synergy scores: CSS=14.0, Synergy_ZIP=-4.18, Synergy_Bliss=-0.311, Synergy_Loewe=-4.38, Synergy_HSA=-1.17. (2) Drug 1: CCCS(=O)(=O)NC1=C(C(=C(C=C1)F)C(=O)C2=CNC3=C2C=C(C=N3)C4=CC=C(C=C4)Cl)F. Drug 2: CC1=CC=C(C=C1)C2=CC(=NN2C3=CC=C(C=C3)S(=O)(=O)N)C(F)(F)F. Cell line: ACHN. Synergy scores: CSS=16.0, Synergy_ZIP=-2.51, Synergy_Bliss=5.50, Synergy_Loewe=5.11, Synergy_HSA=4.78.